Task: Predict the reactants needed to synthesize the given product.. Dataset: Full USPTO retrosynthesis dataset with 1.9M reactions from patents (1976-2016) Given the product [N:19]1[CH:20]=[CH:21][CH:22]=[CH:23][C:18]=1[C:9]1[CH:10]=[CH:11][C:12]([NH2:13])=[CH:14][CH:15]=1, predict the reactants needed to synthesize it. The reactants are: CC1(C)C(C)(C)OB([C:9]2[CH:15]=[CH:14][C:12]([NH2:13])=[CH:11][CH:10]=2)O1.Br[C:18]1[CH:23]=[CH:22][CH:21]=[CH:20][N:19]=1.C([O-])([O-])=O.[Cs+].[Cs+].